From a dataset of Full USPTO retrosynthesis dataset with 1.9M reactions from patents (1976-2016). Predict the reactants needed to synthesize the given product. Given the product [CH3:24][C:4]1[CH:3]=[C:2]([C:31]2[CH:30]=[CH:29][CH:28]=[C:27]([C:26]([F:37])([F:36])[F:25])[CH:32]=2)[CH:7]=[C:6]([CH3:8])[C:5]=1[C:9]([N:11]1[CH2:16][CH2:15][CH:14]([N:17]2[CH2:22][CH2:21][CH:20]([OH:23])[CH2:19][CH2:18]2)[CH2:13][CH2:12]1)=[O:10], predict the reactants needed to synthesize it. The reactants are: Br[C:2]1[CH:7]=[C:6]([CH3:8])[C:5]([C:9]([N:11]2[CH2:16][CH2:15][CH:14]([N:17]3[CH2:22][CH2:21][CH:20]([OH:23])[CH2:19][CH2:18]3)[CH2:13][CH2:12]2)=[O:10])=[C:4]([CH3:24])[CH:3]=1.[F:25][C:26]([F:37])([F:36])[C:27]1[CH:28]=[C:29](B(O)O)[CH:30]=[CH:31][CH:32]=1.